Dataset: Reaction yield outcomes from USPTO patents with 853,638 reactions. Task: Predict the reaction yield, written as a fraction of the theoretical maximum amount of product (1.0 means a 100% yield; for example, 0.34 means a 34% yield). (1) The reactants are C([O:8][N:9]([CH:36]=[O:37])[CH2:10][CH:11]([CH2:30][CH:31]1[CH2:35][CH2:34][CH2:33][CH2:32]1)[C:12]([NH:14][CH:15]([C:26]([CH3:29])([CH3:28])[CH3:27])[C:16]([N:18]([CH3:25])[CH:19]1[CH2:24][CH2:23][NH:22][CH2:21][CH2:20]1)=[O:17])=[O:13])C1C=CC=CC=1.[H][H]. The catalyst is CCO.[Pd]. The product is [CH:31]1([CH2:30][CH:11]([CH2:10][N:9]([CH:36]=[O:37])[OH:8])[C:12]([NH:14][CH:15]([C:26]([CH3:29])([CH3:27])[CH3:28])[C:16]([N:18]([CH3:25])[CH:19]2[CH2:20][CH2:21][NH:22][CH2:23][CH2:24]2)=[O:17])=[O:13])[CH2:35][CH2:34][CH2:33][CH2:32]1. The yield is 0.880. (2) The reactants are [Cl:1][C:2]1[C:3]([O:12][C:13]2[CH:18]=[C:17]([O:19][CH2:20][CH2:21][O:22][CH3:23])[CH:16]=[CH:15][C:14]=2[CH2:24][CH2:25][C:26](O)=[O:27])=[N:4][CH:5]=[C:6]([C:8]([F:11])([F:10])[F:9])[CH:7]=1.[CH3:29][O:30][CH2:31][CH2:32][CH2:33][S:34]([NH2:37])(=[O:36])=[O:35].N12CCCN=C1CCCCC2. The catalyst is O1CCCC1. The product is [Cl:1][C:2]1[C:3]([O:12][C:13]2[CH:18]=[C:17]([O:19][CH2:20][CH2:21][O:22][CH3:23])[CH:16]=[CH:15][C:14]=2[CH2:24][CH2:25][C:26]([NH:37][S:34]([CH2:33][CH2:32][CH2:31][O:30][CH3:29])(=[O:36])=[O:35])=[O:27])=[N:4][CH:5]=[C:6]([C:8]([F:9])([F:10])[F:11])[CH:7]=1. The yield is 0.500. (3) The reactants are [F:1][C:2]1([S:5]([NH:8][C:9]([C@@:11]23[CH2:26][C@H:25]2[CH:24]=[CH:23][CH2:22][CH2:21][C@@H:20]([CH3:27])[CH2:19][C@@H:18]([CH3:28])[C@H:17]([NH:29]C(=O)OC(C)(C)C)[C:16](=[O:37])[N:15]2[CH2:38][C@H:39]([O:41][C:42]4[C:51]5[C:46](=[CH:47][C:48]([O:52][CH3:53])=[CH:49][CH:50]=5)[CH:45]=[CH:44][N:43]=4)[CH2:40][C@H:14]2[C:13](=[O:54])[NH:12]3)=[O:10])(=[O:7])=[O:6])[CH2:4][CH2:3]1.[ClH:55]. The catalyst is O1CCOCC1. The product is [ClH:55].[NH2:29][C@@H:17]1[C:16](=[O:37])[N:15]2[CH2:38][C@H:39]([O:41][C:42]3[C:51]4[C:46](=[CH:47][C:48]([O:52][CH3:53])=[CH:49][CH:50]=4)[CH:45]=[CH:44][N:43]=3)[CH2:40][C@H:14]2[C:13](=[O:54])[NH:12][C@:11]2([C:9]([NH:8][S:5]([C:2]3([F:1])[CH2:4][CH2:3]3)(=[O:6])=[O:7])=[O:10])[CH2:26][C@H:25]2[CH:24]=[CH:23][CH2:22][CH2:21][C@@H:20]([CH3:27])[CH2:19][C@H:18]1[CH3:28]. The yield is 0.900.